This data is from Forward reaction prediction with 1.9M reactions from USPTO patents (1976-2016). The task is: Predict the product of the given reaction. (1) Given the reactants [Cl:1][C:2]1[C:3]([N:13]2[CH2:18][CH2:17][NH:16][CH2:15][CH2:14]2)=[N:4][CH:5]=[C:6]([CH:12]=1)[C:7]([O:9][CH2:10][CH3:11])=[O:8].[N:19]([C@H:22]([C:24]1[C:33]2[C:28](=[CH:29][CH:30]=[CH:31][CH:32]=2)[CH:27]=[CH:26][CH:25]=1)[CH3:23])=[C:20]=[O:21], predict the reaction product. The product is: [Cl:1][C:2]1[C:3]([N:13]2[CH2:18][CH2:17][N:16]([C:20]([NH:19][C@H:22]([C:24]3[C:33]4[C:28](=[CH:29][CH:30]=[CH:31][CH:32]=4)[CH:27]=[CH:26][CH:25]=3)[CH3:23])=[O:21])[CH2:15][CH2:14]2)=[N:4][CH:5]=[C:6]([CH:12]=1)[C:7]([O:9][CH2:10][CH3:11])=[O:8]. (2) Given the reactants Br[C:2]1[CH:3]=[C:4]([N+:14]([O-:16])=[O:15])[C:5]([CH2:8][C:9]([O:11][CH2:12][CH3:13])=[O:10])=[N:6][CH:7]=1.CC1(C)C(C)(C)OB(B2OC(C)(C)C(C)(C)O2)[O:19]1.C([O-])(=O)C.[K+].CN(C)C=O, predict the reaction product. The product is: [OH:19][C:2]1[CH:3]=[C:4]([N+:14]([O-:16])=[O:15])[C:5]([CH2:8][C:9]([O:11][CH2:12][CH3:13])=[O:10])=[N:6][CH:7]=1. (3) The product is: [C:20]1([O:19][CH2:18][CH2:17][CH2:16][N:1]2[C:9]3[C:4](=[CH:5][CH:6]=[CH:7][CH:8]=3)[C:3]([CH2:10][C:11]([O:13][CH3:14])=[O:12])=[CH:2]2)[C:29]2[C:24](=[CH:25][CH:26]=[CH:27][CH:28]=2)[CH:23]=[CH:22][CH:21]=1. Given the reactants [NH:1]1[C:9]2[C:4](=[CH:5][CH:6]=[CH:7][CH:8]=2)[C:3]([CH2:10][C:11]([O:13][CH3:14])=[O:12])=[CH:2]1.Br[CH2:16][CH2:17][CH2:18][O:19][C:20]1[C:29]2[C:24](=[CH:25][CH:26]=[CH:27][CH:28]=2)[CH:23]=[CH:22][CH:21]=1.C([O-])([O-])=O.[Cs+].[Cs+], predict the reaction product. (4) Given the reactants C(O[C:4]([C:6]1[CH:11]=[CH:10][CH:9]=[CH:8][N:7]=1)=[O:5])C.C(O[C:15]([C:17]1[CH:22]=[C:21]([O:23][CH2:24][CH3:25])[CH:20]=[CH:19][N:18]=1)=[O:16])C, predict the reaction product. The product is: [CH2:15]([O:16][C:10]1[CH:9]=[CH:8][N:7]=[C:6]([C:4](=[O:5])[CH2:20][C:21](=[O:23])[CH2:22][C:15]([C:17]2[CH:22]=[C:21]([O:23][CH2:24][CH3:25])[CH:20]=[CH:19][N:18]=2)=[O:16])[CH:11]=1)[CH3:17]. (5) Given the reactants Cl[C:2]1[CH:7]=[C:6]([C:8]2[CH:13]=[C:12]([Cl:14])[CH:11]=[CH:10][C:9]=2[O:15][CH2:16][CH:17]2[CH2:22][CH2:21][CH2:20][CH2:19][CH2:18]2)[N:5]=[C:4]([NH2:23])[N:3]=1.[Cl:24][C:25]1[CH:31]=[CH:30][C:28]([NH2:29])=[CH:27][CH:26]=1, predict the reaction product. The product is: [Cl:14][C:12]1[CH:11]=[CH:10][C:9]([O:15][CH2:16][CH:17]2[CH2:22][CH2:21][CH2:20][CH2:19][CH2:18]2)=[C:8]([C:6]2[N:5]=[C:4]([NH2:23])[N:3]=[C:2]([NH:29][C:28]3[CH:30]=[CH:31][C:25]([Cl:24])=[CH:26][CH:27]=3)[CH:7]=2)[CH:13]=1. (6) Given the reactants Br[C:2]1[C:11]2[C:6](=[CH:7][CH:8]=[C:9]([OH:12])[CH:10]=2)[N:5]=[C:4]2[C:13]3[C:18]([O:19][CH2:20][C:3]=12)=[CH:17][C:16]([OH:21])=[CH:15][CH:14]=3.[C:22]([C:24]1[CH:29]=[CH:28][C:27](B(O)O)=[CH:26][CH:25]=1)#[N:23], predict the reaction product. The product is: [C:22]([C:24]1[CH:29]=[CH:28][C:27]([C:2]2[C:11]3[C:6](=[CH:7][CH:8]=[C:9]([OH:12])[CH:10]=3)[N:5]=[C:4]3[C:13]4[C:18]([O:19][CH2:20][C:3]=23)=[CH:17][C:16]([OH:21])=[CH:15][CH:14]=4)=[CH:26][CH:25]=1)#[N:23].